This data is from Reaction yield outcomes from USPTO patents with 853,638 reactions. The task is: Predict the reaction yield, written as a fraction of the theoretical maximum amount of product (1.0 means a 100% yield; for example, 0.34 means a 34% yield). The reactants are [CH2:1]([N:3]1[CH2:8][CH2:7][N:6]2[N:9]=[C:10]([NH:12][C:13]3[C:18](=[O:19])[N:17]([CH3:20])[CH:16]=[C:15]([C:21]4[C:26]([CH:27]=[O:28])=[C:25]([N:29]5[CH2:41][CH2:40][C:39]6[N:38]7[C:33]([CH2:34][CH2:35][CH2:36][CH2:37]7)=[CH:32][C:31]=6[C:30]5=[O:42])[N:24]=[CH:23][CH:22]=4)[CH:14]=3)[CH:11]=[C:5]2[CH2:4]1)[CH3:2].[BH4-].[Na+]. The catalyst is CO. The product is [CH2:1]([N:3]1[CH2:8][CH2:7][N:6]2[N:9]=[C:10]([NH:12][C:13]3[C:18](=[O:19])[N:17]([CH3:20])[CH:16]=[C:15]([C:21]4[CH:22]=[CH:23][N:24]=[C:25]([N:29]5[CH2:41][CH2:40][C:39]6[N:38]7[C:33]([CH2:34][CH2:35][CH2:36][CH2:37]7)=[CH:32][C:31]=6[C:30]5=[O:42])[C:26]=4[CH2:27][OH:28])[CH:14]=3)[CH:11]=[C:5]2[CH2:4]1)[CH3:2]. The yield is 0.0900.